This data is from Full USPTO retrosynthesis dataset with 1.9M reactions from patents (1976-2016). The task is: Predict the reactants needed to synthesize the given product. (1) Given the product [CH3:1][C:2]1[CH:3]=[C:4]([NH:16][C:17]2[C:18]3[NH:25][C:24]([C:26]4[CH:27]=[CH:28][C:29]([CH2:30][OH:31])=[CH:33][CH:34]=4)=[CH:23][C:19]=3[N:20]=[CH:21][N:22]=2)[CH:5]=[CH:6][C:7]=1[O:8][C:9]1[CH:10]=[N:11][C:12]([CH3:15])=[CH:13][CH:14]=1, predict the reactants needed to synthesize it. The reactants are: [CH3:1][C:2]1[CH:3]=[C:4]([NH:16][C:17]2[C:18]3[NH:25][C:24]([C:26]4[CH:34]=[CH:33][C:29]([C:30](O)=[O:31])=[CH:28][CH:27]=4)=[CH:23][C:19]=3[N:20]=[CH:21][N:22]=2)[CH:5]=[CH:6][C:7]=1[O:8][C:9]1[CH:10]=[N:11][C:12]([CH3:15])=[CH:13][CH:14]=1.C(N(CC)CC)C.C(N1C=CN=C1)(N1C=CN=C1)=O.[BH4-].[Na+]. (2) The reactants are: C([O:3][C:4]([C:6]1[C:10]([CH3:11])=[CH:9][NH:8][C:7]=1[CH2:12][CH2:13][NH:14][CH2:15][C@@H:16]([OH:24])[CH2:17][N:18]1[CH2:23][CH2:22][O:21][CH2:20][CH2:19]1)=O)C.O.[OH-].[Li+]. Given the product [OH:24][C@@H:16]([CH2:17][N:18]1[CH2:23][CH2:22][O:21][CH2:20][CH2:19]1)[CH2:15][N:14]1[CH2:13][CH2:12][C:7]2[NH:8][CH:9]=[C:10]([CH3:11])[C:6]=2[C:4]1=[O:3], predict the reactants needed to synthesize it. (3) Given the product [C:33]([C:30]1[CH:29]=[CH:28][C:27]([C:24]2[O:23][C:22]([C:18]3[CH:17]=[C:16]([C:13]4[O:12][C:11]([C:8]5[CH:7]=[CH:6][C:5]([OH:4])=[CH:10][CH:9]=5)=[N:15][N:14]=4)[CH:21]=[CH:20][CH:19]=3)=[N:26][N:25]=2)=[CH:32][CH:31]=1)([CH3:36])([CH3:34])[CH3:35], predict the reactants needed to synthesize it. The reactants are: C([O:4][C:5]1[CH:10]=[CH:9][C:8]([C:11]2[O:12][C:13]([C:16]3[CH:21]=[CH:20][CH:19]=[C:18]([C:22]4[O:23][C:24]([C:27]5[CH:32]=[CH:31][C:30]([C:33]([CH3:36])([CH3:35])[CH3:34])=[CH:29][CH:28]=5)=[N:25][N:26]=4)[CH:17]=3)=[N:14][N:15]=2)=[CH:7][CH:6]=1)(=O)C.[OH-].[Na+].Cl. (4) Given the product [F:30][C:28]1[CH:27]=[C:26]([F:31])[CH:25]=[C:24]2[C:29]=1[C:20]([NH:1][C:2]1[C:7]([C:8]([O:10][CH2:11][CH3:12])=[O:9])=[CH:6][N:5]=[C:4]([N:13]3[CH2:18][CH2:17][O:16][CH2:15][CH2:14]3)[N:3]=1)=[C:21]([CH3:38])[C:22]([C:32]1[CH:37]=[CH:36][CH:35]=[CH:34][N:33]=1)=[N:23]2, predict the reactants needed to synthesize it. The reactants are: [NH2:1][C:2]1[C:7]([C:8]([O:10][CH2:11][CH3:12])=[O:9])=[CH:6][N:5]=[C:4]([N:13]2[CH2:18][CH2:17][O:16][CH2:15][CH2:14]2)[N:3]=1.Cl[C:20]1[C:29]2[C:24](=[CH:25][C:26]([F:31])=[CH:27][C:28]=2[F:30])[N:23]=[C:22]([C:32]2[CH:37]=[CH:36][CH:35]=[CH:34][N:33]=2)[C:21]=1[CH3:38].C1(P(C2CCCCC2)C2C=CC=CC=2C2C(C(C)C)=CC(C(C)C)=CC=2C(C)C)CCCCC1.CC(C)([O-])C.[Na+]. (5) Given the product [CH:17]1([CH2:16][CH:2]([C:3]([OH:5])=[O:4])[C:1]([OH:9])=[O:8])[CH2:21][CH2:20][CH2:19][CH2:18]1, predict the reactants needed to synthesize it. The reactants are: [C:1]([O:9]CC)(=[O:8])[CH2:2][C:3]([O:5]CC)=[O:4].C[O-].[Na+].Br[CH2:16][CH:17]1[CH2:21][CH2:20][CH2:19][CH2:18]1.[OH-].[Na+]. (6) Given the product [C:6]([CH:7]=[C:22]1[CH2:27][O:26][CH:25]([C:28]([O:30][CH3:31])=[O:29])[CH2:24][CH2:23]1)#[N:3], predict the reactants needed to synthesize it. The reactants are: C([N:3]([CH2:6][CH3:7])CC)C.[Br-].[Li+].C(CP(=O)(OCC)OCC)#N.O=[C:22]1[CH2:27][O:26][CH:25]([C:28]([O:30][CH3:31])=[O:29])[CH2:24][CH2:23]1. (7) Given the product [CH3:27][C:25]1([CH3:28])[C:24]2[C:4]([CH:5]=[C:6]3[C:7]=2[CH:8]=[C:9]2[C:22]([C:21]4[CH:20]=[CH:19][CH:18]=[CH:17][C:16]=4[C:15]4[CH:14]=[CH:13][CH:12]=[CH:11][C:10]=42)=[CH:23]3)=[CH:3][C:2]([B:38]2[O:39][C:40]([CH3:45])([CH3:46])[C:41]([CH3:43])([CH3:44])[O:42]2)=[CH:26]1, predict the reactants needed to synthesize it. The reactants are: Br[C:2]1[CH:3]=[C:4]2[C:24]([C:25]([CH3:28])([CH3:27])[CH:26]=1)=[C:7]1[CH:8]=[C:9]3[C:22](=[CH:23][C:6]1=[CH:5]2)[C:21]1[C:16](=[CH:17][CH:18]=[CH:19][CH:20]=1)[C:15]1[C:10]3=[CH:11][CH:12]=[CH:13][CH:14]=1.[B:38]1([B:38]2[O:42][C:41]([CH3:44])([CH3:43])[C:40]([CH3:46])([CH3:45])[O:39]2)[O:42][C:41]([CH3:44])([CH3:43])[C:40]([CH3:46])([CH3:45])[O:39]1.C([O-])(=O)C.[K+]. (8) Given the product [Cl:36][C:29]1[CH:30]=[CH:31][C:32]([O:34][CH3:35])=[CH:33][C:28]=1[CH2:27][C:9]([C:4]1[CH:5]=[CH:6][C:7](=[O:8])[N:2]([CH3:1])[CH:3]=1)=[O:11], predict the reactants needed to synthesize it. The reactants are: [CH3:1][N:2]1[C:7](=[O:8])[CH:6]=[CH:5][C:4]([C:9]([OH:11])=O)=[CH:3]1.C(N1C=CN=C1)(N1C=CN=C1)=O.COC(=O)[CH2:27][C:28]1[CH:33]=[C:32]([O:34][CH3:35])[CH:31]=[CH:30][C:29]=1[Cl:36].[H-].[Na+].[Cl-].[NH4+]. (9) Given the product [CH3:1][O:2][C:3]1[CH:4]=[C:5]([C:12]2[C:13](=[O:31])[NH:14][C:15](=[O:30])[C:16]=2[C:17]2[C:25]3[C:20](=[CH:21][CH:22]=[CH:23][CH:24]=3)[N:19]([CH2:26][CH2:27][CH2:28][Br:33])[CH:18]=2)[C:6]2[O:10][CH:9]=[CH:8][C:7]=2[CH:11]=1, predict the reactants needed to synthesize it. The reactants are: [CH3:1][O:2][C:3]1[CH:4]=[C:5]([C:12]2[C:13](=[O:31])[NH:14][C:15](=[O:30])[C:16]=2[C:17]2[C:25]3[C:20](=[CH:21][CH:22]=[CH:23][CH:24]=3)[N:19]([CH2:26][CH2:27][CH2:28]O)[CH:18]=2)[C:6]2[O:10][CH:9]=[CH:8][C:7]=2[CH:11]=1.C(Br)(Br)(Br)[Br:33].C1(P(C2C=CC=CC=2)C2C=CC=CC=2)C=CC=CC=1.